This data is from Catalyst prediction with 721,799 reactions and 888 catalyst types from USPTO. The task is: Predict which catalyst facilitates the given reaction. Reactant: [CH2:1]1[C:9]2[C:4](=[CH:5][CH:6]=[CH:7][CH:8]=2)[CH2:3][CH:2]1[N:10]1[C:14]([CH2:15][OH:16])=[CH:13][N:12]=[CH:11]1. Product: [CH2:3]1[C:4]2[C:9](=[CH:8][CH:7]=[CH:6][CH:5]=2)[CH2:1][CH:2]1[N:10]1[C:14]([CH:15]=[O:16])=[CH:13][N:12]=[CH:11]1. The catalyst class is: 177.